This data is from Forward reaction prediction with 1.9M reactions from USPTO patents (1976-2016). The task is: Predict the product of the given reaction. (1) Given the reactants [CH2:1]([C@H:8]1[CH2:13][N:12](CC2C=CC=CC=2)[CH2:11][CH2:10][N:9]1[C:21]1[CH:26]=[CH:25][C:24]([C:27]([OH:33])([CH3:32])[C:28]([F:31])([F:30])[F:29])=[CH:23][CH:22]=1)[C:2]1[CH:7]=[CH:6][CH:5]=[CH:4][CH:3]=1, predict the reaction product. The product is: [CH2:1]([C@H:8]1[CH2:13][NH:12][CH2:11][CH2:10][N:9]1[C:21]1[CH:26]=[CH:25][C:24]([C:27]([OH:33])([CH3:32])[C:28]([F:31])([F:30])[F:29])=[CH:23][CH:22]=1)[C:2]1[CH:7]=[CH:6][CH:5]=[CH:4][CH:3]=1. (2) Given the reactants [CH2:1]([N:8]1[CH:12]=[C:11]([C:13]([O:15]CC)=[O:14])[C:10]([O:18][CH2:19][C:20]2[CH:21]=[N:22][C:23]([O:26][CH2:27][C:28]3[N:29]=[C:30]([C:34]4[O:35][CH:36]=[CH:37][CH:38]=4)[O:31][C:32]=3[CH3:33])=[CH:24][CH:25]=2)=[N:9]1)[C:2]1[CH:7]=[CH:6][CH:5]=[CH:4][CH:3]=1.O1CCCC1.[OH-].[Na+].Cl, predict the reaction product. The product is: [CH2:1]([N:8]1[CH:12]=[C:11]([C:13]([OH:15])=[O:14])[C:10]([O:18][CH2:19][C:20]2[CH:21]=[N:22][C:23]([O:26][CH2:27][C:28]3[N:29]=[C:30]([C:34]4[O:35][CH:36]=[CH:37][CH:38]=4)[O:31][C:32]=3[CH3:33])=[CH:24][CH:25]=2)=[N:9]1)[C:2]1[CH:7]=[CH:6][CH:5]=[CH:4][CH:3]=1.